This data is from Human Reference Interactome with 51,813 positive PPI pairs across 8,248 proteins, plus equal number of experimentally-validated negative pairs. The task is: Binary Classification. Given two protein amino acid sequences, predict whether they physically interact or not. (1) Protein 1 (ENSG00000144401) has sequence MALVPYEETTEFGLQKFHKPLATFSFANHTIQIRQDWRHLGVAAVVWDAAIVLSTYLEMGAVELRGRSAVELGAGTGLVGIVAALLALKSSMKPLLVHCLLFFSGAHVTITDRKVALEFLKSNVQANLPPHIQTKTVVKELTWGQNLGSFSPGEFDLILGADIIYLEETFTDLLQTLEHLCSNHSVILLACRIRYERDNNFLAMLERQFTVRKVHYDPEKDVHIYEAQKRNQKEDL*MALVPYEETTEFGLQKFHKPLATFSFANHTIQIRQDWRHLGVAAVVWDAAIVLSTYLEMGAVE.... Result: 0 (the proteins do not interact). Protein 2 (ENSG00000185689) has sequence MLSNLHELLPNHLMETLYSRKSEEDKKKCENPELSGLERILARHQLPKEINLTPKPNRMPPWKRKIINNVTDGWKKCHLLKRNTKEPPMSTIVVRKLIQKNVPRRHSLRNTSRKLRNLPTTAKGTQTGKSQCLLGISEPT*. (2) Protein 1 (ENSG00000167767) has sequence MACRSCVVGFSSLSSCEVTPVGSPRPGTSGWDSCRAPGPGFSSRSLTGCWSAGTISKVTVNPGLLVPLDVKLDPAVQQLKNQEKEEMKALNDKFASLIGKVQALEQRNQLLETRWSFLQGQDSAIFDLGHLYEEYQGRLQEELRKVSQERGQLEANLLQVLEKVEEFRIRYEDEISKRTDMEFTFVQLKKDLDAECLHRTELETKLKSLESFVELMKTIYEQELKDLAAQVKDVSVTVGMDSRCHIDLSGIVEEVKAQYDAVAARSLEEAEAYSRSQLEEQAARSAEYGSSLQSSRSEIA.... Protein 2 (ENSG00000011638) has sequence MAKEEPQSISRDLQELQKKLSLLIDSFQNNSKVVAFMKSPVGQYLDSHPFLAFTLLVFIVMSAVPVGFFLLIVVLTTLAALLGVIILEGLVISVGGFSLLCILCGLGFVSLAMSGMMIASYVVVSSLISCWFSPRPLTQQNTSCDFLPAMKSAEFEGLYQE*MAKEEPQSISRDLQELQKKLSLLIDSFQNNSKLPQHSRISLDSDDGVSRLGSAGSKVVAFMKSPVGQYLDSHPFLAFTLLVFIVMSAVPVGFFLLIVVLTTLAALLGVIILEGLVISVGGFSLLCILCGLGFVSLAMS.... Result: 0 (the proteins do not interact). (3) Protein 2 (ENSG00000175264) has sequence MQCSWKAVLLLALASIAIQYTAIRTFTAKSFHTCPGLAEAGLAERLCEESPTFAYNLSRKTHILILATTRSGSSFVGQLFNQHLDVFYLFEPLYHVQNTLIPRFTQGKSPADRRVMLGASRDLLRSLYDCDLYFLENYIKPPPVNHTTDRIFRRGASRVLCSRPVCDPPGPADLVLEEGDCVRKCGLLNLTVAAEACRERSHVAIKTVRVPEVNDLRALVEDPRLNLKVIQLVRDPRGILASRSETFRDTYRLWRLWYGTGRKPYNLDVTQLTTVCEDFSNSVSTGLMRPPWLKGKYMLV.... Protein 1 (ENSG00000152253) has sequence MVEDELALFDKSINEFWNKFKSTDTSCQMAGLRDTYKDSIKAFAEKLSVKLKEEERMVEMFLEYQNQISRQNKLIQEKKDNLLKLIAEVKGKKQELEVLTANIQDLKEEYSRKKETISTANKANAERLKRLQKSADLYKDRLGLEIRKIYGEKLQFIFTNIDPKNPESPFMFSLHLNEARDYEVSDSAPHLEGLAEFQENVRKTNNFSAFLANVRKAFTATVYN*MVEDELALFDKSINEFWNKFKSTDTSCQMAGLRDTYKDSIKAFAEKLSVKLKEEERMVEMFLEYQNQISRQNKLI.... Result: 0 (the proteins do not interact). (4) Protein 1 (ENSG00000240021) has sequence MSAKRAELKKTHLSKNYKAVCLELKPEPTKTFDYKAVKQEGRFTKAGVTQDLKNELREVREELKEKMEEIKQIKDLMDKDFDKLHEFVEIMKEMQKDMDEKMDILINTQKNYKLPLRRAPKEQQELRLMGKTHREPQLRPKKMDGASGVNGAPCALHKKTMAPQKTKQGSLDPLHHCGTCCEKCLLCALKNNYNRGNIPSEASGLYKGGEEPVTTQPSVGHAVPAPKSQTEGR*MSAKRAELKKTHLSKNYKAVCLELKPEPTKVRSPFEAMQAARPEIHGEVTRSQGSFADPSGQDLSQ.... Protein 2 (ENSG00000186198) has sequence MEHSEGAPGDPAGTVVPQELLEEMLWFFRVEDASPWNHSILALAAVVVIISMVLLGRSIQASRKEKMQPPEKETPEVLHLDEAKDHNSLNNLRETLLSEKPNLAQVELELKERDVLSVFLPDVPETES*. Result: 0 (the proteins do not interact). (5) Protein 1 (ENSG00000188321) has sequence MVAGWLTNYSQDSVTFEDVAVDFTQEEWTLLDQTQRNLYRDVMLENYKNLVAVDWESHINTKWSAPQQNFLQGKTSSVVEMNSE*MVAGWLTNYSQDSVTFEDVAVDFTQEEWTLLDQTQRNLYRDVMLENYKNLVAVDWESHINTKWSAPQQNFLQGKTSSVVEMERNHFGEELFDFNQCEKALSEHSCLKTHRRTYFRKKTCECNQCEKAFRKPSIFTLHKKTDIGEELPNCNQCETAFSQHLHLVCKKTSQNLHLVCKKTHTQEKPYKCSDCEKGLPSSSHLRECVRIYGGERPYTH.... Protein 2 (ENSG00000166250) has sequence MSLLLLLLLVSYYVGTLGTHTEIKRVAEEKVTLPCHHQLGLPEKDTLDIEWLLTDNEGNQKVVITYSSRHVYNNLTEEQKGRVAFASNFLAGDASLQIEPLKPSDEGRYTCKVKNSGRYVWSHVILKVLVRPSKPKCELEGELTEGSDLTLQCESSSGTEPIVYYWQRIREKEGEDERLPPKSRIDYNHPGRVLLQNLTMSYSGLYQCTAGNEAGKESCVVRVTVQYVQSIGMVAGAVTGIVAGALLIFLLVWLLIRRKDKERYEEEERPNEIREDAEAPKARLVKPSSSSSGSRSSRSG.... Result: 0 (the proteins do not interact). (6) Protein 1 (ENSG00000162069) has sequence MSSPDGPSFPSGPLSGGASPSGDEGFFPFVLERRDSFLGGGPGPEEPEDLALQLQQKEKDLLLAAELGKMLLERNEELRRQLETLSAQHLEREERLQQENHELRRGLAARGAEWEARAVELEGDVEALRAQLGEQRSEQQDSGRERARALSELSEQNLRLSQQLAQASQTEQELQRELDALRGQCQAQALAGAELRTRLESLQGENQMLQSRRQDLEAQIRGLREEVEKGEGRLQTTHEELLLLRRERREHSLELERARSEAGEALSALRRLQRRVSELEEESRLQDADVSAASLQSELA.... Protein 2 (ENSG00000213265) has sequence MSQKRQTKFQNGKSKTSENSSAKREKGMVVNSKEISDAVGQSKFVLENLRHYTVHPNLAQYYKPLKATALQKFLAQNRKNTSFMLKVTQYDQDKTLLIMTNNPPPCSITQQDKESASKYFSKELLLKVMESHHQHKPTENLWLPRMPQKKKLRSKLKPIFPLILSDDPTSKREQWFRFSTDNDFKSEGKYSKVYALRTQKKMYPQLTFAPVHERDMRKDASKKSASERPISKVIREPLTLASLLEDMPTRTAPGESAFRNGRAPQWIIKKATVIG*MSQKRQTKFQNGKSKTSENSSAKR.... Result: 0 (the proteins do not interact). (7) Protein 1 (ENSG00000153066) has sequence MSECGGRGGGSSSSEDAEDEGGGGGGPAGSDCLSSSPTLATASSAGRLRRGLRGAFLMARQRPELLCGAVALGCALLLALKFTCSRAKDVIIPAKPPVSFFSLRSPVLDLFQGQLDYAEYVRRDSEVVLLFFYAPWCGQSIAARAEIEQAASRLSDQVLFVAINCWWNQGKCRKQKHFFYFPVIYLYHRSFGPIEYKGPMSAVYIEKFVRRVMKPLLYIPSQSELLDFLSNYEPGVLGYFEFSGSPQPPGYLTFFTSALHSLKKDYLGTVRFGVITNKHLAKLVSLVHSGSVYLHRHFNT.... Protein 2 (ENSG00000067955) has sequence MPRVVPDQRSKFENEEFFRKLSRECEIKYTGFRDRPHEERQARFQNACRDGRSEIAFVATGTNLSLQFFPASWQGEQRQTPSREYVDLEREAGKVYLKAPMILNGVCVIWKGWIDLQRLDGMGCLEFDEERAQQEDALAQQAFEEARRRTREFEDRDRSHREEMEVRVSQLLAVTGKKTTRP*MPRVVPDQRSKFENEEFFRKLSRECEIKYTGFRDRPHEERQARFQNACRDGRSEIAFVATGTNLSLQFFPASWQGEQRQTPSREYVDLEREAGKVYLKAPMILNGVCVIWKGWIDLQ.... Result: 0 (the proteins do not interact). (8) Protein 1 (ENSG00000153815) has sequence MASVAQKKIYKYKKVLSNPSRWEVVLKEIRTLVDMALTSPLQDDSINQAPLEIVSKLLSENTNLTTQEHENIIVAIAPLLENNHPPPDLCEFFCKHCRERPRSMVVIEVFTPVVQRILKHNMDFGKCPRLRLFTQEYILALNELNAGMEVVKKFIQSMHGPTGHCPHPRVLPNLVAVCLAAIYSCYEEFINSRDNSPSLKEIRNGCQQPCDRKPTLPLRLLHPSPDLVSQEATLSEARLKSVVVASSEIHVEVERTSTAKPALTASAGNDSEPNLIDCLMVSPACSTMSIELGPQADRTL.... Protein 2 (ENSG00000158526) has sequence MAGAAEDARALFRAGVCAALEAWPALQIAVENGFGGVHSQEKAKWLGGAVEDYFMRNADLELDEVEDFLGELLTNEFDTVVEDGSLPQVSQQLQTMFHHFQRGDGAALREMASCITQRKCKVTATALKTARETDEDEDDVDSVEEMEVTATNDGAATDGVCPQPEPSDPDAQTIKEEDIVEDGWTIVRRKK*. Result: 1 (the proteins interact). (9) Protein 1 (ENSG00000175229) has sequence MPPILQRLQQATKMMSRRKILLLVLGCSTVSLLIHQGAQLSWYPKLFPLSCPPLRNSPPRPKHMTVAFLKTHKTAGTTVQNILFRFAERHNLTVALPHPSCEHQFCYPRNFSAHFVHPATRPPHVLASHLRFDRAELERLMPPSTVYVTILREPAAMFESLFSYYNQYCPAFRRVPNASLEAFLRAPEAYYRAGEHFAMFAHNTLAYDLGGDNERSPRDDAAYLAGLIRQVEEVFSLVMIAEYFDESLVLLRRLLAWDLDDVLYAKLNARAASSRLAAIPAALARAARTWNALDAGLYDH.... Protein 2 (ENSG00000176428) has sequence MYRARAARAGPEPGSPGRFGILSTGQLRDLLQDEPKLDRIVRLSRKFQGLQLEREACLASNYALAKENLALRPRLEMGRAALAIKYQELREVAENCADKLQRLEESMHRWSPHCALGWLQAELEEAEQEAEEQMEQLLLGEQSLEAFLPAFQRGRALAHLRRTQAEKLQELLRRRERSAQPAPTSAADPPKSFPAAAVLPTGAARGPPAVPRSLPPLDSRPVPPLKGSPGCPLGPAPLLSPRPSQPEPPHR*MYRARAARAGPEPGSPGRFGILSTGQLRDLLQDEPKLDRIVRLSRKEQ.... Result: 0 (the proteins do not interact).